Dataset: Full USPTO retrosynthesis dataset with 1.9M reactions from patents (1976-2016). Task: Predict the reactants needed to synthesize the given product. (1) Given the product [F:26][C:23]1[CH:24]=[CH:25][C:20]([C:19]2[C:14]([N:11]3[CH2:12][CH2:13][N:8]([CH2:7][C:6]4[C:5]([CH3:27])=[N:4][N:3]([S:29]([CH3:28])(=[O:31])=[O:30])[C:2]=4[CH3:1])[CH2:9][CH2:10]3)=[N:15][CH:16]=[CH:17][N:18]=2)=[CH:21][CH:22]=1, predict the reactants needed to synthesize it. The reactants are: [CH3:1][C:2]1[C:6]([CH2:7][N:8]2[CH2:13][CH2:12][N:11]([C:14]3[C:19]([C:20]4[CH:25]=[CH:24][C:23]([F:26])=[CH:22][CH:21]=4)=[N:18][CH:17]=[CH:16][N:15]=3)[CH2:10][CH2:9]2)=[C:5]([CH3:27])[NH:4][N:3]=1.[CH3:28][S:29](Cl)(=[O:31])=[O:30]. (2) Given the product [Cl:23][C:24]1[CH:25]=[C:26]([N:32]2[C:36]([CH3:37])=[C:35]([C:38](=[O:42])[C:39](=[O:40])[CH2:1][S:2]([C:5]3[CH:10]=[CH:9][C:8]([F:11])=[CH:7][CH:6]=3)(=[O:4])=[O:3])[C:34]([CH3:43])=[N:33]2)[CH:27]=[CH:28][C:29]=1[C:30]#[N:31], predict the reactants needed to synthesize it. The reactants are: [CH3:1][S:2]([C:5]1[CH:10]=[CH:9][C:8]([F:11])=[CH:7][CH:6]=1)(=[O:4])=[O:3].C([Li])CCC.CCCCCC.[Cl:23][C:24]1[CH:25]=[C:26]([N:32]2[C:36]([CH3:37])=[C:35]([C:38](=[O:42])[C:39](Cl)=[O:40])[C:34]([CH3:43])=[N:33]2)[CH:27]=[CH:28][C:29]=1[C:30]#[N:31].Cl.